Predict the reactants needed to synthesize the given product. From a dataset of Full USPTO retrosynthesis dataset with 1.9M reactions from patents (1976-2016). (1) Given the product [P:1]([CH:5]([P:21]([OH:24])([OH:23])=[O:22])[CH2:6][NH:25][CH2:26][CH2:27][CH2:28][CH2:29][CH2:30][C:31]([OH:33])=[O:32])([OH:4])([OH:3])=[O:2], predict the reactants needed to synthesize it. The reactants are: [P:1]([CH:5]([P:21]([OH:24])([OH:23])=[O:22])[CH2:6]SCCCCCCCCCCC(O)=O)([OH:4])([OH:3])=[O:2].[NH2:25][CH2:26][CH2:27][CH2:28][CH2:29][CH2:30][C:31]([OH:33])=[O:32]. (2) Given the product [F:30][C:24]1[CH:25]=[CH:26][CH:27]=[C:28]([F:29])[C:23]=1[NH:22][C:20](=[O:21])[C:19]1[CH:31]=[CH:32][CH:33]=[C:17]([C:9]2[N:10]=[C:11]3[CH:16]=[CH:15][CH:14]=[CH:13][N:12]3[C:8]=2[C:6]2[CH:5]=[CH:4][N:3]=[C:2]([NH:41][C:39]3[CH:40]=[C:35]([CH3:34])[C:36]([N:45]4[CH2:50][CH2:49][N:48]([CH2:51][CH2:52][S:53]([CH3:56])(=[O:55])=[O:54])[CH2:47][CH2:46]4)=[CH:37][C:38]=3[O:42][CH2:43][CH3:44])[N:7]=2)[CH:18]=1, predict the reactants needed to synthesize it. The reactants are: Cl[C:2]1[N:7]=[C:6]([C:8]2[N:12]3[CH:13]=[CH:14][CH:15]=[CH:16][C:11]3=[N:10][C:9]=2[C:17]2[CH:18]=[C:19]([CH:31]=[CH:32][CH:33]=2)[C:20]([NH:22][C:23]2[C:28]([F:29])=[CH:27][CH:26]=[CH:25][C:24]=2[F:30])=[O:21])[CH:5]=[CH:4][N:3]=1.[CH3:34][C:35]1[C:36]([N:45]2[CH2:50][CH2:49][N:48]([CH2:51][CH2:52][S:53]([CH3:56])(=[O:55])=[O:54])[CH2:47][CH2:46]2)=[CH:37][C:38]([O:42][CH2:43][CH3:44])=[C:39]([NH2:41])[CH:40]=1.C1(C)C=CC(S(O)(=O)=O)=CC=1. (3) Given the product [NH2:2][C:1]([C:3]1[CH:4]=[C:5]([CH2:9][C:10]([OH:12])=[O:11])[CH:6]=[CH:7][CH:8]=1)=[O:14], predict the reactants needed to synthesize it. The reactants are: [C:1]([C:3]1[CH:4]=[C:5]([CH2:9][C:10]([OH:12])=[O:11])[CH:6]=[CH:7][CH:8]=1)#[N:2].S(=O)(=O)(O)[OH:14]. (4) Given the product [OH:1][C:2]1[CH:3]=[C:4]([C:9]2[N:34]=[C:35]3[C:40](=[N:41][C:11]=2[C:13]2[CH:18]=[CH:17][C:16]([OH:19])=[C:15]([OH:20])[CH:14]=2)[N:39]=[C:38]([OH:42])[N:37]=[C:36]3[OH:43])[CH:5]=[CH:6][C:7]=1[OH:8], predict the reactants needed to synthesize it. The reactants are: [OH:1][C:2]1[CH:3]=[C:4]([C:9]([C:11]([C:13]2[CH:18]=[CH:17][C:16]([OH:19])=[C:15]([OH:20])[CH:14]=2)=O)=O)[CH:5]=[CH:6][C:7]=1[OH:8].C1C(O)=CC=CC=1C.S(O)(O)(=O)=O.[NH2:34][C:35]1[C:36]([OH:43])=[N:37][C:38]([OH:42])=[N:39][C:40]=1[NH2:41].S(O)(O)(=O)=O. (5) Given the product [NH2:1][C:4]1[C:13]2[C:8](=[CH:9][CH:10]=[CH:11][CH:12]=2)[C:7]([O:14][CH2:15][C:16]2[CH:21]=[CH:20][N:19]=[C:18]([NH2:22])[N:17]=2)=[CH:6][CH:5]=1, predict the reactants needed to synthesize it. The reactants are: [N+:1]([C:4]1[C:13]2[C:8](=[CH:9][CH:10]=[CH:11][CH:12]=2)[C:7]([O:14][CH2:15][C:16]2[CH:21]=[CH:20][N:19]=[C:18]([NH2:22])[N:17]=2)=[CH:6][CH:5]=1)([O-])=O.[H][H].